This data is from Catalyst prediction with 721,799 reactions and 888 catalyst types from USPTO. The task is: Predict which catalyst facilitates the given reaction. (1) Reactant: N(C(N1CCCCC1)=O)=NC(N1CCCCC1)=O.[F:19][C:20]1[CH:21]=[C:22]2[CH:28]=[C:27]([C:29]([O:31][CH2:32][CH3:33])=[O:30])[NH:26][C:23]2=[N:24][CH:25]=1.[N:34]1[CH:39]=[CH:38][C:37]([CH2:40]O)=[CH:36][CH:35]=1.C(P(CCCC)CCCC)CCC. Product: [N:34]1[CH:39]=[CH:38][C:37]([CH2:40][N:26]2[C:23]3=[N:24][CH:25]=[C:20]([F:19])[CH:21]=[C:22]3[CH:28]=[C:27]2[C:29]([O:31][CH2:32][CH3:33])=[O:30])=[CH:36][CH:35]=1. The catalyst class is: 11. (2) Reactant: [CH3:1][O:2][C:3]1[C:4]2[CH:11]=[C:10]([C:12]3[C:20]4[C:15](=[CH:16][CH:17]=[C:18]([O:21][CH3:22])[CH:19]=4)[N:14]([CH3:23])[CH:13]=3)[N:9](S(C3C=CC(C)=CC=3)(=O)=O)[C:5]=2[N:6]=[CH:7][N:8]=1.[OH-].[K+]. Product: [CH3:1][O:2][C:3]1[C:4]2[CH:11]=[C:10]([C:12]3[C:20]4[C:15](=[CH:16][CH:17]=[C:18]([O:21][CH3:22])[CH:19]=4)[N:14]([CH3:23])[CH:13]=3)[NH:9][C:5]=2[N:6]=[CH:7][N:8]=1. The catalyst class is: 5. (3) Reactant: [CH2:1]([C:3]1[S:7][C:6]([C:8]([OH:10])=O)=[C:5]2[CH2:11][CH2:12][C:13]([CH3:16])([CH3:15])[CH2:14][C:4]=12)[CH3:2].[CH3:17][Li]. Product: [CH2:1]([C:3]1[S:7][C:6]([C:8](=[O:10])[CH3:17])=[C:5]2[CH2:11][CH2:12][C:13]([CH3:16])([CH3:15])[CH2:14][C:4]=12)[CH3:2]. The catalyst class is: 27. (4) Reactant: [NH2:1][C:2]1[CH:7]=[CH:6][C:5]([C@@H:8]2[CH2:10][C@H:9]2[NH:11][C:12](=[O:18])[O:13][C:14]([CH3:17])([CH3:16])[CH3:15])=[CH:4][CH:3]=1.[C:19]1([C:28]2[CH:33]=[CH:32][CH:31]=[CH:30][CH:29]=2)[CH:24]=[CH:23][CH:22]=[C:21]([C:25](Cl)=[O:26])[CH:20]=1.C(N(CC)CC)C.O. Product: [C:19]1([C:28]2[CH:33]=[CH:32][CH:31]=[CH:30][CH:29]=2)[CH:24]=[CH:23][CH:22]=[C:21]([C:25]([NH:1][C:2]2[CH:7]=[CH:6][C:5]([C@@H:8]3[CH2:10][C@H:9]3[NH:11][C:12](=[O:18])[O:13][C:14]([CH3:15])([CH3:17])[CH3:16])=[CH:4][CH:3]=2)=[O:26])[CH:20]=1. The catalyst class is: 115. (5) Reactant: [CH3:1][O:2][C:3](=[O:23])[C@@H:4](O)[CH:5]([C:10]([N:12]1[CH2:16][CH2:15][CH2:14][C@H:13]1[C:17]1[O:18][CH:19]=[CH:20][N:21]=1)=[O:11])[CH2:6][CH2:7][CH2:8][CH3:9].CCN(S(F)(F)[F:30])CC. Product: [CH3:1][O:2][C:3](=[O:23])[CH:4]([F:30])[CH:5]([C:10]([N:12]1[CH2:16][CH2:15][CH2:14][C@H:13]1[C:17]1[O:18][CH:19]=[CH:20][N:21]=1)=[O:11])[CH2:6][CH2:7][CH2:8][CH3:9]. The catalyst class is: 2. (6) Reactant: [CH3:1][C:2]1[CH:7]=[C:6](O)[N:5]2[CH:9]=[CH:10][N:11]=[C:4]2[N:3]=1.P(Cl)(Cl)([Cl:14])=O. Product: [Cl:14][C:6]1[N:5]2[CH:9]=[CH:10][N:11]=[C:4]2[N:3]=[C:2]([CH3:1])[CH:7]=1. The catalyst class is: 2. (7) Reactant: C[C:2]1[N:10]=[C:9]([C:11]2[S:12][C:13]([C:16]3[CH:21]=[CH:20][C:19]([C:22]4[CH:27]=[CH:26][C:25]([O:28][CH2:29][CH2:30][O:31][CH3:32])=[CH:24][CH:23]=4)=[CH:18][CH:17]=3)=[N:14][N:15]=2)[CH:8]=[CH:7][C:3]=1[C:4]([OH:6])=[O:5].[N:33]1(O)[C:37]2[CH:38]=[CH:39][CH:40]=[CH:41][C:36]=2[N:35]=[N:34]1.Cl.CN(C)CCCN=C=NCC. Product: [CH3:32][O:31][CH2:30][CH2:29][O:28][C:25]1[CH:24]=[CH:23][C:22]([C:19]2[CH:18]=[CH:17][C:16]([C:13]3[S:12][C:11]([C:9]4[N:10]=[CH:2][C:3]([C:4]([O:6][N:33]5[C:37]6[CH:38]=[CH:39][CH:40]=[CH:41][C:36]=6[N:35]=[N:34]5)=[O:5])=[CH:7][CH:8]=4)=[N:15][N:14]=3)=[CH:21][CH:20]=2)=[CH:27][CH:26]=1. The catalyst class is: 4. (8) Reactant: [F:1][C:2]1[CH:7]=[CH:6][C:5]([F:8])=[CH:4][C:3]=1[CH:9]([S:25]([C:28]1[CH:33]=[CH:32][C:31]([F:34])=[CH:30][CH:29]=1)(=[O:27])=[O:26])[C:10]1[C:11]([CH3:24])=[CH:12][C:13]([C:16]([NH:18][CH2:19][CH2:20][CH2:21][S:22][CH3:23])=[O:17])=[N:14][CH:15]=1.ClC1C=CC=C(C(OO)=[O:43])C=1.[OH-].[Na+]. Product: [F:1][C:2]1[CH:7]=[CH:6][C:5]([F:8])=[CH:4][C:3]=1[CH:9]([S:25]([C:28]1[CH:29]=[CH:30][C:31]([F:34])=[CH:32][CH:33]=1)(=[O:26])=[O:27])[C:10]1[C:11]([CH3:24])=[CH:12][C:13]([C:16]([NH:18][CH2:19][CH2:20][CH2:21][S:22]([CH3:23])=[O:43])=[O:17])=[N:14][CH:15]=1. The catalyst class is: 2.